This data is from NCI-60 drug combinations with 297,098 pairs across 59 cell lines. The task is: Regression. Given two drug SMILES strings and cell line genomic features, predict the synergy score measuring deviation from expected non-interaction effect. Cell line: PC-3. Drug 2: CC(C)CN1C=NC2=C1C3=CC=CC=C3N=C2N. Drug 1: CN1C(=O)N2C=NC(=C2N=N1)C(=O)N. Synergy scores: CSS=3.83, Synergy_ZIP=-1.68, Synergy_Bliss=-1.56, Synergy_Loewe=-0.615, Synergy_HSA=-3.10.